From a dataset of Forward reaction prediction with 1.9M reactions from USPTO patents (1976-2016). Predict the product of the given reaction. (1) Given the reactants [Cl:1][C:2]1[CH:3]=[N+:4]([O-:44])[CH:5]=[C:6]([Cl:43])[C:7]=1[CH2:8][C@@H:9]([C:28]1[CH:33]=[CH:32][C:31]([O:34][CH:35]([F:37])[F:36])=[C:30]([O:38][CH2:39][CH:40]2[CH2:42][CH2:41]2)[CH:29]=1)[O:10][C:11](=[O:27])[CH2:12][N:13]1[C:21](=[O:22])[C:20]2[C:15](=[CH:16][CH:17]=[C:18]([N+]([O-])=O)[CH:19]=2)[C:14]1=[O:26].O=[C:46]1C2C(=CC=CC=2)CC(=O)N1CC(Cl)=O, predict the reaction product. The product is: [Cl:43][C:6]1[CH:5]=[N+:4]([O-:44])[CH:3]=[C:2]([Cl:1])[C:7]=1[CH2:8][C@@H:9]([C:28]1[CH:33]=[CH:32][C:31]([O:34][CH:35]([F:37])[F:36])=[C:30]([O:38][CH2:39][CH:40]2[CH2:42][CH2:41]2)[CH:29]=1)[O:10][C:11](=[O:27])[CH2:12][N:13]1[C:21](=[O:22])[CH2:46][C:20]2[C:15](=[CH:16][CH:17]=[CH:18][CH:19]=2)[C:14]1=[O:26]. (2) Given the reactants [F:1][C:2]1[CH:3]=[C:4]2[C:8](=[CH:9][CH:10]=1)[NH:7][N:6]=[C:5]2[I:11].[CH3:12][N:13]1[CH2:18][CH2:17][O:16][CH:15]([CH2:19][CH2:20]O)[CH2:14]1, predict the reaction product. The product is: [I:11][C:5]1[C:4]2[C:8](=[CH:9][CH:10]=[C:2]([F:1])[CH:3]=2)[N:7]([CH2:20][CH2:19][CH:15]2[O:16][CH2:17][CH2:18][N:13]([CH3:12])[CH2:14]2)[N:6]=1. (3) Given the reactants [H-].[Na+].[CH2:3]([OH:8])[C:4]#[C:5][CH2:6][CH3:7].Cl[C:10]1[CH:15]=[C:14]([N:16]2[CH2:21][CH:20]([CH3:22])[CH2:19][CH:18]([CH3:23])[CH2:17]2)[N:13]=[CH:12][N:11]=1.[Cl-].[NH4+], predict the reaction product. The product is: [CH3:23][CH:18]1[CH2:19][CH:20]([CH3:22])[CH2:21][N:16]([C:14]2[CH:15]=[C:10]([O:8][CH2:3][C:4]#[C:5][CH2:6][CH3:7])[N:11]=[CH:12][N:13]=2)[CH2:17]1. (4) Given the reactants [C:1]([C:4]1[CH:9]=[CH:8][C:7]([S:10]([NH2:13])(=[O:12])=[O:11])=[CH:6][CH:5]=1)(=[O:3])[CH3:2].[C:14]([O:18][C:19]([N:21]1[C:29]2[C:24](=[CH:25][CH:26]=[CH:27][CH:28]=2)[CH:23]=[C:22]1[C:30]1[CH:35]=[C:34]([CH:36]=O)[C:33]([O:38][CH3:39])=[CH:32][C:31]=1[O:40][CH3:41])=[O:20])([CH3:17])([CH3:16])[CH3:15], predict the reaction product. The product is: [C:14]([O:18][C:19]([N:21]1[C:29]2[C:24](=[CH:25][CH:26]=[CH:27][CH:28]=2)[CH:23]=[C:22]1[C:30]1[CH:35]=[C:34](/[CH:36]=[CH:2]/[C:1](=[O:3])[C:4]2[CH:5]=[CH:6][C:7]([S:10]([NH2:13])(=[O:11])=[O:12])=[CH:8][CH:9]=2)[C:33]([O:38][CH3:39])=[CH:32][C:31]=1[O:40][CH3:41])=[O:20])([CH3:17])([CH3:16])[CH3:15]. (5) Given the reactants [NH2:1][C:2]1[CH:7]=[CH:6][CH:5]=[CH:4][CH:3]=1.[N:8]#[C:9][NH2:10].[N+:11]([O-:14])([OH:13])=[O:12], predict the reaction product. The product is: [N+:11]([O-:14])([O-:13])=[O:12].[C:2]1([NH:1][C:9]([NH2:10])=[NH2+:8])[CH:7]=[CH:6][CH:5]=[CH:4][CH:3]=1. (6) Given the reactants [Cl:1][C:2]1[CH:7]=[CH:6][CH:5]=[C:4]([Cl:8])[C:3]=1[NH:9]/[CH:10]=[C:11](\[C:18]([O:20][CH3:21])=[O:19])/[CH:12]=[CH:13]/[C:14](OC)=[O:15].C[O-].[Na+].Cl, predict the reaction product. The product is: [Cl:1][C:2]1[CH:7]=[CH:6][CH:5]=[C:4]([Cl:8])[C:3]=1[N:9]1[C:14](=[O:15])[CH:13]=[CH:12][C:11]([C:18]([O:20][CH3:21])=[O:19])=[CH:10]1.